This data is from Reaction yield outcomes from USPTO patents with 853,638 reactions. The task is: Predict the reaction yield, written as a fraction of the theoretical maximum amount of product (1.0 means a 100% yield; for example, 0.34 means a 34% yield). (1) The product is [CH3:1][O:2][C:3]1[N:8]=[N:7][C:6]([NH:9][C:22]([N:24]2[CH2:25][CH:26]([O:28][C:29]3[CH:34]=[CH:33][C:32]([C:35]4[CH:40]=[CH:39][CH:38]=[CH:37][C:36]=4[F:41])=[CH:31][N:30]=3)[CH2:27]2)=[O:21])=[CH:5][CH:4]=1. The yield is 0.370. The reactants are [CH3:1][O:2][C:3]1[N:8]=[N:7][C:6]([NH2:9])=[CH:5][CH:4]=1.[H-].[Na+].[N+](C1C=CC([O:21][C:22]([N:24]2[CH2:27][CH:26]([O:28][C:29]3[CH:34]=[CH:33][C:32]([C:35]4[CH:40]=[CH:39][CH:38]=[CH:37][C:36]=4[F:41])=[CH:31][N:30]=3)[CH2:25]2)=O)=CC=1)([O-])=O. The catalyst is CN(C=O)C. (2) The reactants are [C:1]([O:5][C@@H:6]([C:12]1[C:13]([CH3:34])=[N:14][C:15]([CH3:33])=[C:16]([C:26]2[CH:31]=[CH:30][C:29]([OH:32])=[CH:28][CH:27]=2)[C:17]=1[N:18]1[CH2:23][CH2:22][C:21]([CH3:25])([CH3:24])[CH2:20][CH2:19]1)[C:7]([O:9][CH2:10][CH3:11])=[O:8])([CH3:4])([CH3:3])[CH3:2].[CH3:35][C:36]([CH3:41])([CH3:40])[CH2:37][CH2:38]O.C1C=CC(P(C2C=CC=CC=2)C2C=CC=CC=2)=CC=1.CCOC(/N=N/C(OCC)=O)=O. The catalyst is C1COCC1. The product is [C:1]([O:5][C@@H:6]([C:12]1[C:13]([CH3:34])=[N:14][C:15]([CH3:33])=[C:16]([C:26]2[CH:27]=[CH:28][C:29]([O:32][CH2:38][CH2:37][C:36]([CH3:41])([CH3:40])[CH3:35])=[CH:30][CH:31]=2)[C:17]=1[N:18]1[CH2:19][CH2:20][C:21]([CH3:24])([CH3:25])[CH2:22][CH2:23]1)[C:7]([O:9][CH2:10][CH3:11])=[O:8])([CH3:2])([CH3:3])[CH3:4]. The yield is 0.414. (3) The reactants are [Br:1][C:2]1[CH:3]=[C:4]([CH2:9][C@H:10]([NH:14][C:15]([O:17][C:18]([CH3:21])([CH3:20])[CH3:19])=[O:16])[C:11]([OH:13])=O)[CH:5]=[CH:6][C:7]=1[I:8].F[P-](F)(F)(F)(F)F.N1(O[P+](N(C)C)(N(C)C)N(C)C)C2C=CC=CC=2N=N1.Cl.[NH2:50][CH2:51][C:52]([C:54]1[CH:59]=[CH:58][CH:57]=[CH:56][CH:55]=1)=[O:53].C(N(CC)C(C)C)(C)C. The catalyst is C(=O)(O)[O-].[Na+].CN(C)C=O. The product is [Br:1][C:2]1[CH:3]=[C:4]([CH:5]=[CH:6][C:7]=1[I:8])[CH2:9][C@H:10]([NH:14][C:15](=[O:16])[O:17][C:18]([CH3:21])([CH3:20])[CH3:19])[C:11](=[O:13])[NH:50][CH2:51][C:52](=[O:53])[C:54]1[CH:59]=[CH:58][CH:57]=[CH:56][CH:55]=1. The yield is 0.330. (4) The reactants are [CH3:1][C:2]1[C:6]([C:7]2[CH:16]=[C:15]3[C:10]([C:11]([NH:20][C@@H:21]([C:23]4[CH:28]=[CH:27][CH:26]=[CH:25][N:24]=4)[CH3:22])=[C:12]([N+:17]([O-])=O)[CH:13]=[N:14]3)=[CH:9][C:8]=2[O:29][CH3:30])=[C:5]([CH3:31])[O:4][N:3]=1.[Sn](Cl)Cl.[OH-].[Na+].O. The catalyst is CCO. The product is [CH3:1][C:2]1[C:6]([C:7]2[CH:16]=[C:15]3[C:10]([C:11]([NH:20][C@@H:21]([C:23]4[CH:28]=[CH:27][CH:26]=[CH:25][N:24]=4)[CH3:22])=[C:12]([NH2:17])[CH:13]=[N:14]3)=[CH:9][C:8]=2[O:29][CH3:30])=[C:5]([CH3:31])[O:4][N:3]=1. The yield is 0.560. (5) The product is [Cl:11][C:12]1[N:19]=[CH:18][CH:17]=[C:16]([S:7][CH2:8][CH3:9])[C:13]=1[C:14]#[N:15]. The catalyst is O. The reactants are CN(C)C(=O)C.[S-:7][CH2:8][CH3:9].[Na+].[Cl:11][C:12]1[N:19]=[CH:18][CH:17]=[C:16](Cl)[C:13]=1[C:14]#[N:15]. The yield is 0.220. (6) The reactants are [O:1]1[C:6]2([CH2:11][CH2:10][NH:9][CH2:8][CH2:7]2)[CH2:5][NH:4][C:3](=[O:12])[CH2:2]1.[CH:13]1([N:18]2[C:22]3[N:23]=[C:24]([NH:27][C:28]4[N:33]=[N:32][C:31](Cl)=[CH:30][CH:29]=4)[N:25]=[CH:26][C:21]=3[C:20]3[CH:35]=[CH:36][N:37]=[CH:38][C:19]2=3)[CH2:17][CH2:16][CH2:15][CH2:14]1.C(N(CC)C(C)C)(C)C. The catalyst is CN1CCCC1=O. The product is [CH:13]1([N:18]2[C:22]3[N:23]=[C:24]([NH:27][C:28]4[N:33]=[N:32][C:31]([N:9]5[CH2:8][CH2:7][C:6]6([O:1][CH2:2][C:3](=[O:12])[NH:4][CH2:5]6)[CH2:11][CH2:10]5)=[CH:30][CH:29]=4)[N:25]=[CH:26][C:21]=3[C:20]3[CH:35]=[CH:36][N:37]=[CH:38][C:19]2=3)[CH2:14][CH2:15][CH2:16][CH2:17]1. The yield is 0.0500. (7) The catalyst is CO. The yield is 0.740. The product is [F:26][C:23]1[CH:24]=[N:25][C:18]2[N:17]([C:27]3[CH:28]=[C:29]([C:33]4[CH:38]=[CH:37][CH:36]=[CH:35][C:34]=4[CH2:39][N:40]4[CH2:45][CH2:44][O:43][CH2:42][CH2:41]4)[CH:30]=[CH:31][CH:32]=3)[C:16](=[O:46])[N:15]([C@@H:12]3[CH2:13][CH2:14][C@H:9]([NH:8][C:1](=[O:3])[CH3:2])[CH2:10][CH2:11]3)[C:20](=[O:21])[C:19]=2[CH:22]=1. The reactants are [C:1](OC(=O)C)(=[O:3])[CH3:2].[NH2:8][C@@H:9]1[CH2:14][CH2:13][C@H:12]([N:15]2[C:20](=[O:21])[C:19]3[CH:22]=[C:23]([F:26])[CH:24]=[N:25][C:18]=3[N:17]([C:27]3[CH:28]=[C:29]([C:33]4[CH:38]=[CH:37][CH:36]=[CH:35][C:34]=4[CH2:39][N:40]4[CH2:45][CH2:44][O:43][CH2:42][CH2:41]4)[CH:30]=[CH:31][CH:32]=3)[C:16]2=[O:46])[CH2:11][CH2:10]1.C(N(C(C)C)C(C)C)C. (8) The reactants are [C:1]([O:5][C:6](=[O:17])[NH:7][CH2:8][CH2:9][C:10]1[CH:15]=[CH:14][C:13]([OH:16])=[CH:12][CH:11]=1)([CH3:4])([CH3:3])[CH3:2].[H-].[Na+].Br[C:21]1[N:26]=[C:25]([C:27]#[N:28])[CH:24]=[CH:23][CH:22]=1. No catalyst specified. The product is [C:1]([O:5][C:6](=[O:17])[NH:7][CH2:8][CH2:9][C:10]1[CH:15]=[CH:14][C:13]([O:16][C:21]2[CH:22]=[CH:23][CH:24]=[C:25]([C:27]#[N:28])[N:26]=2)=[CH:12][CH:11]=1)([CH3:4])([CH3:2])[CH3:3]. The yield is 0.448. (9) The reactants are [N:1]([CH2:4][C:5]([C:7]1[CH:12]=[CH:11][C:10]([S:13][CH3:14])=[CH:9][CH:8]=1)=[O:6])=[N+:2]=[N-:3].B.C1COCC1. The catalyst is C1COCC1. The product is [N:1]([CH2:4][CH:5]([C:7]1[CH:12]=[CH:11][C:10]([S:13][CH3:14])=[CH:9][CH:8]=1)[OH:6])=[N+:2]=[N-:3]. The yield is 1.00. (10) The reactants are [CH3:1][C:2]1[CH:3]=[N:4][CH:5]=[CH:6][C:7]=1[C:8]1[CH:9]=[N:10][C:11]([NH2:14])=[CH:12][CH:13]=1.C1C(=O)N([Br:22])C(=O)C1. The catalyst is C(Cl)Cl.C(OCC)(=O)C. The product is [Br:22][C:12]1[CH:13]=[C:8]([C:7]2[CH:6]=[CH:5][N:4]=[CH:3][C:2]=2[CH3:1])[CH:9]=[N:10][C:11]=1[NH2:14]. The yield is 0.980.